This data is from Reaction yield outcomes from USPTO patents with 853,638 reactions. The task is: Predict the reaction yield, written as a fraction of the theoretical maximum amount of product (1.0 means a 100% yield; for example, 0.34 means a 34% yield). (1) The reactants are [F:1][C:2]1[CH:3]=[C:4]2[C:9](=[CH:10][CH:11]=1)[CH:8]=[C:7]([C:12]1[C:20]3[C:15](=[CH:16][CH:17]=[C:18]([C:21]#[N:22])[CH:19]=3)[N:14](C3CCCCO3)[N:13]=1)[CH:6]=[CH:5]2.[ClH:29].[CH2:30]([OH:32])[CH3:31]. No catalyst specified. The product is [ClH:29].[ClH:29].[CH2:30]([O:32][C:21]([C:18]1[CH:19]=[C:20]2[C:15](=[CH:16][CH:17]=1)[NH:14][N:13]=[C:12]2[C:7]1[CH:6]=[CH:5][C:4]2[C:9](=[CH:10][CH:11]=[C:2]([F:1])[CH:3]=2)[CH:8]=1)=[NH:22])[CH3:31]. The yield is 0.860. (2) The reactants are [OH:1][C:2]1[CH:10]=[CH:9][CH:8]=[C:7]2[C:3]=1[CH:4]=[C:5]([CH3:11])[NH:6]2.[H-].[Na+].[CH2:14](Br)[C:15]1[CH:20]=[CH:19][CH:18]=[CH:17][CH:16]=1. The catalyst is CN(C=O)C.C(OCC)(=O)C. The product is [CH2:14]([N:6]1[C:7]2[C:3](=[C:2]([O:1][CH2:4][C:3]3[CH:7]=[CH:8][CH:9]=[CH:10][CH:2]=3)[CH:10]=[CH:9][CH:8]=2)[CH:4]=[C:5]1[CH3:11])[C:15]1[CH:20]=[CH:19][CH:18]=[CH:17][CH:16]=1. The yield is 0.720.